From a dataset of NCI-60 drug combinations with 297,098 pairs across 59 cell lines. Regression. Given two drug SMILES strings and cell line genomic features, predict the synergy score measuring deviation from expected non-interaction effect. (1) Cell line: HOP-92. Synergy scores: CSS=21.4, Synergy_ZIP=-7.62, Synergy_Bliss=-3.49, Synergy_Loewe=-6.66, Synergy_HSA=-2.36. Drug 1: CC1=C(C(=CC=C1)Cl)NC(=O)C2=CN=C(S2)NC3=CC(=NC(=N3)C)N4CCN(CC4)CCO. Drug 2: CN(CC1=CN=C2C(=N1)C(=NC(=N2)N)N)C3=CC=C(C=C3)C(=O)NC(CCC(=O)O)C(=O)O. (2) Cell line: HOP-62. Drug 1: CC(C)CN1C=NC2=C1C3=CC=CC=C3N=C2N. Drug 2: C(CN)CNCCSP(=O)(O)O. Synergy scores: CSS=-7.20, Synergy_ZIP=3.76, Synergy_Bliss=-4.11, Synergy_Loewe=-8.09, Synergy_HSA=-11.7. (3) Drug 1: CC1=C(C=C(C=C1)C(=O)NC2=CC(=CC(=C2)C(F)(F)F)N3C=C(N=C3)C)NC4=NC=CC(=N4)C5=CN=CC=C5. Drug 2: CC1=C(C(=CC=C1)Cl)NC(=O)C2=CN=C(S2)NC3=CC(=NC(=N3)C)N4CCN(CC4)CCO. Cell line: SNB-19. Synergy scores: CSS=-8.07, Synergy_ZIP=3.22, Synergy_Bliss=2.22, Synergy_Loewe=-7.08, Synergy_HSA=-6.53. (4) Drug 1: C1=CC=C(C=C1)NC(=O)CCCCCCC(=O)NO. Drug 2: CC(C)CN1C=NC2=C1C3=CC=CC=C3N=C2N. Cell line: HS 578T. Synergy scores: CSS=14.8, Synergy_ZIP=-4.46, Synergy_Bliss=-1.66, Synergy_Loewe=0.973, Synergy_HSA=1.28. (5) Drug 1: C1CC(=O)NC(=O)C1N2CC3=C(C2=O)C=CC=C3N. Drug 2: CC12CCC3C(C1CCC2O)C(CC4=C3C=CC(=C4)O)CCCCCCCCCS(=O)CCCC(C(F)(F)F)(F)F. Cell line: HOP-92. Synergy scores: CSS=4.16, Synergy_ZIP=-4.18, Synergy_Bliss=-7.74, Synergy_Loewe=-4.44, Synergy_HSA=-4.44. (6) Drug 1: CN1CCC(CC1)COC2=C(C=C3C(=C2)N=CN=C3NC4=C(C=C(C=C4)Br)F)OC. Drug 2: CC1CCC2CC(C(=CC=CC=CC(CC(C(=O)C(C(C(=CC(C(=O)CC(OC(=O)C3CCCCN3C(=O)C(=O)C1(O2)O)C(C)CC4CCC(C(C4)OC)OCCO)C)C)O)OC)C)C)C)OC. Cell line: SNB-19. Synergy scores: CSS=20.5, Synergy_ZIP=-1.81, Synergy_Bliss=-2.28, Synergy_Loewe=-12.4, Synergy_HSA=-1.03. (7) Drug 1: CCCS(=O)(=O)NC1=C(C(=C(C=C1)F)C(=O)C2=CNC3=C2C=C(C=N3)C4=CC=C(C=C4)Cl)F. Cell line: SK-MEL-5. Drug 2: C1=CC(=C2C(=C1NCCNCCO)C(=O)C3=C(C=CC(=C3C2=O)O)O)NCCNCCO. Synergy scores: CSS=62.1, Synergy_ZIP=15.2, Synergy_Bliss=15.2, Synergy_Loewe=13.5, Synergy_HSA=18.5. (8) Drug 1: C1=CC=C(C(=C1)C(C2=CC=C(C=C2)Cl)C(Cl)Cl)Cl. Drug 2: CN1C2=C(C=C(C=C2)N(CCCl)CCCl)N=C1CCCC(=O)O.Cl. Cell line: CCRF-CEM. Synergy scores: CSS=3.16, Synergy_ZIP=-2.23, Synergy_Bliss=-5.42, Synergy_Loewe=-3.74, Synergy_HSA=-5.29.